This data is from Full USPTO retrosynthesis dataset with 1.9M reactions from patents (1976-2016). The task is: Predict the reactants needed to synthesize the given product. (1) Given the product [CH3:34][N:33]([C:16]1[CH:17]=[CH:18][C:19]([NH:22][C:23]([NH:25][C:26]2[CH:27]=[CH:28][CH:29]=[CH:30][CH:31]=2)=[O:24])=[CH:20][CH:21]=1)[S:11]([C:9]1[CH:8]=[CH:7][C:6]2[O:1][CH2:2][CH2:3][O:4][C:5]=2[CH:10]=1)(=[O:13])=[O:12], predict the reactants needed to synthesize it. The reactants are: [O:1]1[C:6]2[CH:7]=[CH:8][C:9]([S:11](Cl)(=[O:13])=[O:12])=[CH:10][C:5]=2[O:4][CH2:3][CH2:2]1.C[C:16]1[CH:21]=[CH:20][C:19]([NH:22][C:23]([NH:25][C:26]2[CH:31]=[CH:30][CH:29]=[CH:28][CH:27]=2)=[O:24])=[C:18](N)[CH:17]=1.[N:33]1C=CC=C[CH:34]=1. (2) Given the product [Cl:12][C:13]1[CH:20]=[CH:19][C:16]([C:5]2[CH:6]=[CH:7][N:2]=[CH:3][C:4]=2[CH2:8][C:9](=[O:11])[CH2:10][CH3:24])=[CH:15][CH:14]=1, predict the reactants needed to synthesize it. The reactants are: Cl.[N:2]1[CH:7]=[CH:6][CH:5]=[C:4]([CH2:8][C:9](=[O:11])[CH3:10])[CH:3]=1.[Cl:12][C:13]1[CH:20]=[CH:19][C:16](CCl)=[CH:15][CH:14]=1.O.[OH-].[Cs+].[CH2:24](Cl)Cl. (3) Given the product [Cl:1][C:2]1[CH:7]=[CH:6][C:5]([C:8]2[C:9]([C:35]3[CH:40]=[CH:39][N:38]=[CH:37][CH:36]=3)=[N:10][N:11]3[C:16]([C:17]4[CH:22]=[CH:21][C:20]([N:23]5[CH2:24][CH2:25][N:26]([CH3:29])[CH2:27][CH2:28]5)=[CH:19][CH:18]=4)=[CH:15][N:14]=[N:13][C:12]=23)=[CH:4][C:3]=1[OH:41], predict the reactants needed to synthesize it. The reactants are: [Cl:1][C:2]1[CH:7]=[CH:6][C:5]([C:8]2[C:9]([C:35]3[CH:40]=[CH:39][N:38]=[CH:37][CH:36]=3)=[N:10][N:11]3[C:16]([C:17]4[CH:22]=[CH:21][C:20]([N:23]5[CH2:28][CH2:27][N:26]([CH3:29])[CH2:25][CH2:24]5)=[CH:19][CH:18]=4)=[C:15](C(OCC)=O)[N:14]=[N:13][C:12]=23)=[CH:4][C:3]=1[O:41]C.